Dataset: Forward reaction prediction with 1.9M reactions from USPTO patents (1976-2016). Task: Predict the product of the given reaction. (1) Given the reactants [Br-].[CH3:2][C:3]1[CH:8]=[C:7]([C:9]([O:11][CH:12]([CH3:14])[CH3:13])=[O:10])[CH:6]=[CH:5][N+:4]=1[CH2:15][C:16](=O)[CH2:17][CH2:18][CH2:19][CH3:20].C([O-])([O-])=O.[Na+].[Na+], predict the reaction product. The product is: [CH2:17]([C:16]1[CH:2]=[C:3]2[N:4]([CH:15]=1)[CH:5]=[CH:6][C:7]([C:9]([O:11][CH:12]([CH3:14])[CH3:13])=[O:10])=[CH:8]2)[CH2:18][CH2:19][CH3:20]. (2) Given the reactants S(=O)(=O)(O)O.Cl.[F:7][C:8]1[CH:13]=[CH:12][C:11]([NH:14]N)=[CH:10][CH:9]=1.[CH3:16][N:17]1[CH2:22][CH2:21][CH2:20][CH2:19][C:18]1=O, predict the reaction product. The product is: [F:7][C:8]1[CH:13]=[CH:12][C:11]2[NH:14][C:20]3[CH2:21][CH2:22][N:17]([CH3:16])[CH2:18][C:19]=3[C:10]=2[CH:9]=1. (3) Given the reactants [C:1]([C:5]1[CH:6]=[CH:7][C:8]2[CH2:9][C:10]3[C:15]([C:16]=2[CH:17]=1)=[CH:14][C:13]([C:18]([CH3:21])([CH3:20])[CH3:19])=[CH:12][CH:11]=3)([CH3:4])([CH3:3])[CH3:2].CCCCCC.C([Li])CCC.[CH3:33][C:34]([C:38]1[CH:39]=[CH:40][C:41](=[C:43]([CH3:45])[CH3:44])[CH:42]=1)([CH3:37])[CH2:35][CH3:36], predict the reaction product. The product is: [CH3:37][C:34]([C:38]1[CH:39]=[CH:40][CH:41]([C:43]([C:11]2[C:10]3[CH2:9][C:8]4[C:16](=[CH:17][C:5]([C:1]([CH3:4])([CH3:3])[CH3:2])=[CH:6][CH:7]=4)[C:15]=3[CH:14]=[C:13]([C:18]([CH3:21])([CH3:20])[CH3:19])[CH:12]=2)([CH3:44])[CH3:45])[CH:42]=1)([CH3:33])[CH2:35][CH3:36]. (4) Given the reactants [N:1]1([C:7](Cl)=[O:8])[CH2:6][CH2:5][O:4][CH2:3][CH2:2]1.[NH2:10][CH2:11][CH2:12][CH2:13][N:14]1[C:22]2[C:21]([CH3:23])=[C:20]([CH3:24])[N:19]=[C:18]([NH2:25])[C:17]=2[N:16]=[C:15]1[CH2:26][O:27][CH2:28][CH3:29], predict the reaction product. The product is: [NH2:25][C:18]1[C:17]2[N:16]=[C:15]([CH2:26][O:27][CH2:28][CH3:29])[N:14]([CH2:13][CH2:12][CH2:11][NH:10][C:7]([N:1]3[CH2:6][CH2:5][O:4][CH2:3][CH2:2]3)=[O:8])[C:22]=2[C:21]([CH3:23])=[C:20]([CH3:24])[N:19]=1. (5) Given the reactants [Br:1][C:2]1[CH:10]=[CH:9][CH:8]=[CH:7][C:3]=1C(O)=O.[C:11]([O-:14])([O-])=[O:12].[Na+].[Na+].Br[CH2:18][C:19]([CH:21]1[CH2:23][CH2:22]1)=[O:20].O, predict the reaction product. The product is: [Br:1][C:2]1[CH:3]=[CH:7][C:8]([C:11]([O:14][CH2:18][C:19]([CH:21]2[CH2:23][CH2:22]2)=[O:20])=[O:12])=[CH:9][CH:10]=1. (6) Given the reactants [Br:1][C:2]1[CH:3]=[CH:4][C:5]2[C:11]3[S:12][C:13]([C:15]([N:17]([C:19]4[CH:20]=[C:21]([CH:26]=[CH:27][C:28]=4[Cl:29])[C:22]([O:24]C)=[O:23])[CH3:18])=[O:16])=[CH:14][C:10]=3[CH2:9][CH2:8][O:7][C:6]=2[CH:30]=1.O[Li].O.Cl, predict the reaction product. The product is: [Br:1][C:2]1[CH:3]=[CH:4][C:5]2[C:11]3[S:12][C:13]([C:15]([N:17]([C:19]4[CH:20]=[C:21]([CH:26]=[CH:27][C:28]=4[Cl:29])[C:22]([OH:24])=[O:23])[CH3:18])=[O:16])=[CH:14][C:10]=3[CH2:9][CH2:8][O:7][C:6]=2[CH:30]=1.